From a dataset of Reaction yield outcomes from USPTO patents with 853,638 reactions. Predict the reaction yield, written as a fraction of the theoretical maximum amount of product (1.0 means a 100% yield; for example, 0.34 means a 34% yield). (1) The reactants are [Cl:1][C:2]1[CH:8]=[CH:7][C:5]([NH2:6])=[CH:4][CH:3]=1.[CH2:9]([CH:13]([C:19](OCC)=[O:20])[C:14](OCC)=[O:15])[CH:10]([CH3:12])[CH3:11]. No catalyst specified. The product is [Cl:1][C:2]1[CH:8]=[C:7]2[C:5](=[CH:4][CH:3]=1)[NH:6][C:14](=[O:15])[C:13]([CH2:9][CH:10]([CH3:12])[CH3:11])=[C:19]2[OH:20]. The yield is 0.510. (2) The reactants are [C:1]12([C:8]([O:10][CH2:11][C:12]3[CH:17]=[CH:16][CH:15]=[CH:14][CH:13]=3)=[O:9])[O:7][CH:6]1[CH2:5][CH2:4][O:3][CH2:2]2.[Mg+2].[I-:19].[I-]. The catalyst is CCOCC.CCOC(C)=O. The product is [OH:7][C:1]1([C:8]([O:10][CH2:11][C:12]2[CH:17]=[CH:16][CH:15]=[CH:14][CH:13]=2)=[O:9])[CH:6]([I:19])[CH2:5][CH2:4][O:3][CH2:2]1. The yield is 1.00. (3) The reactants are [NH2:1][C@H:2]1[C:10]2[C:5](=[C:6]([C:11]3[N:15]=[C:14]([C:16]4[CH:17]=[CH:18][C:19]([O:24][CH:25]([CH3:27])[CH3:26])=[C:20]([CH:23]=4)[C:21]#[N:22])[O:13][N:12]=3)[CH:7]=[CH:8][CH:9]=2)[CH2:4][CH2:3]1.FC(F)(F)S(O[CH2:34][C:35]([CH2:46]OS(C(F)(F)F)(=O)=O)([C:41]([O:43][CH2:44][CH3:45])=[O:42])[C:36]([O:38][CH2:39][CH3:40])=[O:37])(=O)=O. The catalyst is CC#N. The product is [C:21]([C:20]1[CH:23]=[C:16]([C:14]2[O:13][N:12]=[C:11]([C:6]3[CH:7]=[CH:8][CH:9]=[C:10]4[C:5]=3[CH2:4][CH2:3][C@H:2]4[N:1]3[CH2:46][C:35]([C:41]([O:43][CH2:44][CH3:45])=[O:42])([C:36]([O:38][CH2:39][CH3:40])=[O:37])[CH2:34]3)[N:15]=2)[CH:17]=[CH:18][C:19]=1[O:24][CH:25]([CH3:27])[CH3:26])#[N:22]. The yield is 0.280. (4) The reactants are [O:1]([C:8]1[CH:9]=[C:10]([NH:14][CH2:15][C:16]2[CH:21]=[CH:20][CH:19]=[C:18]([O:22][C:23]([F:28])([F:27])[CH:24]([F:26])[F:25])[CH:17]=2)[CH:11]=[CH:12][CH:13]=1)[C:2]1[CH:7]=[CH:6][CH:5]=[CH:4][CH:3]=1.[F:29][C:30]([F:35])([F:34])[CH:31]1[O:33][CH2:32]1.FC(F)(F)S([O-])(=O)=O.[Yb+3].FC(F)(F)S([O-])(=O)=O.FC(F)(F)S([O-])(=O)=O. The catalyst is C(#N)C.O.C(OCC)(=O)C. The product is [O:1]([C:8]1[CH:9]=[C:10]([N:14]([CH2:15][C:16]2[CH:21]=[CH:20][CH:19]=[C:18]([O:22][C:23]([F:27])([F:28])[CH:24]([F:25])[F:26])[CH:17]=2)[CH2:32][CH:31]([OH:33])[C:30]([F:35])([F:34])[F:29])[CH:11]=[CH:12][CH:13]=1)[C:2]1[CH:7]=[CH:6][CH:5]=[CH:4][CH:3]=1. The yield is 0.620.